Dataset: Catalyst prediction with 721,799 reactions and 888 catalyst types from USPTO. Task: Predict which catalyst facilitates the given reaction. (1) Reactant: OC1C=[CH:6][C:5]([NH:8][C:9]2C([N+]([O-])=O)=[CH:13][CH:12]=[C:11](Cl)[N:10]=2)=CC=1.C([N:21](CC)CC)C. Product: [NH2:21][CH2:13][CH2:12][CH2:11][N:10]1[CH:6]=[CH:5][N:8]=[CH:9]1. The catalyst class is: 10. (2) Reactant: [Cl:1][C:2]1[CH:3]=[CH:4][C:5]([O:41][CH:42]([F:44])[F:43])=[C:6]([C:8]2[C:12]([NH:13][C:14]([C:16]3[CH:17]=[N:18][N:19]4[CH:24]=[CH:23][CH:22]=[N:21][C:20]=34)=[O:15])=[CH:11][N:10]([CH2:25][C:26]([N:28]3[CH2:33][CH2:32][N:31]([CH2:34][CH2:35][C:36]([O:38]CC)=[O:37])[CH2:30][CH2:29]3)=[O:27])[N:9]=2)[CH:7]=1.[OH-].[K+].O.Cl. Product: [Cl:1][C:2]1[CH:3]=[CH:4][C:5]([O:41][CH:42]([F:44])[F:43])=[C:6]([C:8]2[C:12]([NH:13][C:14]([C:16]3[CH:17]=[N:18][N:19]4[CH:24]=[CH:23][CH:22]=[N:21][C:20]=34)=[O:15])=[CH:11][N:10]([CH2:25][C:26]([N:28]3[CH2:29][CH2:30][N:31]([CH2:34][CH2:35][C:36]([OH:38])=[O:37])[CH2:32][CH2:33]3)=[O:27])[N:9]=2)[CH:7]=1. The catalyst class is: 8. (3) Reactant: [F:1][C:2]1[CH:3]=[C:4]([OH:11])[CH:5]=[CH:6][C:7]=1[N+:8]([O-:10])=[O:9].[CH:12]([Si:15](Cl)([CH:19]([CH3:21])[CH3:20])[CH:16]([CH3:18])[CH3:17])([CH3:14])[CH3:13].N1C=CN=C1. Product: [F:1][C:2]1[CH:3]=[C:4]([CH:5]=[CH:6][C:7]=1[N+:8]([O-:10])=[O:9])[O:11][Si:15]([CH:19]([CH3:21])[CH3:20])([CH:16]([CH3:18])[CH3:17])[CH:12]([CH3:14])[CH3:13]. The catalyst class is: 4. (4) Reactant: [Cl-].[Li+].C([Mg]Cl)(C)C.Br[C:9]1[C:10]([Cl:33])=[C:11]2[C:17]([C:18]3[CH:23]=[CH:22][C:21]([F:24])=[CH:20][CH:19]=3)=[CH:16][N:15]([CH2:25][O:26][CH2:27][CH2:28][Si:29]([CH3:32])([CH3:31])[CH3:30])[C:12]2=[N:13][CH:14]=1.C(O[B:38]([O:43][CH:44]([CH3:46])[CH3:45])[O:39][CH:40]([CH3:42])[CH3:41])(C)C.OC(C(O)(C)C)(C)C.[Cl-].[NH4+]. Product: [Cl:33][C:10]1[C:9]([B:38]2[O:39][C:40]([CH3:41])([CH3:42])[C:44]([CH3:45])([CH3:46])[O:43]2)=[CH:14][N:13]=[C:12]2[N:15]([CH2:25][O:26][CH2:27][CH2:28][Si:29]([CH3:32])([CH3:31])[CH3:30])[CH:16]=[C:17]([C:18]3[CH:23]=[CH:22][C:21]([F:24])=[CH:20][CH:19]=3)[C:11]=12. The catalyst class is: 165. (5) Reactant: [CH2:1]([O:3][C:4](=[O:18])[CH2:5][N:6]([CH2:8][CH2:9][C@H:10]([OH:17])[C:11]1[CH:16]=[CH:15][CH:14]=[CH:13][CH:12]=1)[CH3:7])[CH3:2].[C:19]1([C:25]2[CH:30]=[CH:29][C:28](O)=[CH:27][CH:26]=2)[CH:24]=[CH:23][CH:22]=[CH:21][CH:20]=1. Product: [CH2:1]([O:3][C:4](=[O:18])[CH2:5][N:6]([CH2:8][CH2:9][C@H:10]([C:11]1[CH:16]=[CH:15][CH:14]=[CH:13][CH:12]=1)[O:17][C:28]1[CH:29]=[CH:30][C:25]([C:19]2[CH:24]=[CH:23][CH:22]=[CH:21][CH:20]=2)=[CH:26][CH:27]=1)[CH3:7])[CH3:2]. The catalyst class is: 22. (6) Reactant: [CH2:1]([O:8][C:9]1[C:14]([CH2:15][CH2:16][I:17])=[CH:13][C:12]([F:18])=[CH:11][C:10]=1[F:19])[C:2]1[CH:7]=[CH:6][CH:5]=[CH:4][CH:3]=1.[CH:20]1[CH:25]=[CH:24][C:23]([P:26]([C:33]2[CH:38]=[CH:37][CH:36]=[CH:35][CH:34]=2)[C:27]2[CH:32]=[CH:31][CH:30]=[CH:29][CH:28]=2)=[CH:22][CH:21]=1. Product: [I-:17].[CH2:1]([O:8][C:9]1[C:10]([F:19])=[CH:11][C:12]([F:18])=[CH:13][C:14]=1[CH2:15][CH2:16][P+:26]([C:27]1[CH:28]=[CH:29][CH:30]=[CH:31][CH:32]=1)([C:33]1[CH:38]=[CH:37][CH:36]=[CH:35][CH:34]=1)[C:23]1[CH:22]=[CH:21][CH:20]=[CH:25][CH:24]=1)[C:2]1[CH:7]=[CH:6][CH:5]=[CH:4][CH:3]=1. The catalyst class is: 11. (7) Reactant: Cl[C:2]([O:4][CH:5]([Cl:7])[CH3:6])=[O:3].ClCCl.[CH3:11][NH:12][CH2:13][C:14]([O:16][CH:17]1[CH2:23][CH2:22][CH2:21][N:20]([C:24](=[O:42])[C:25]2[CH:30]=[CH:29][C:28]([NH:31][C:32](=[O:40])[C:33]3[CH:38]=[CH:37][CH:36]=[CH:35][C:34]=3[CH3:39])=[CH:27][C:26]=2[CH3:41])[C:19]2[CH:43]=[CH:44][C:45]([Cl:47])=[CH:46][C:18]1=2)=[O:15].CN1CCOCC1. Product: [Cl:7][CH:5]([O:4][C:2]([CH2:11][NH:12][CH2:13][C:14]([O:16][CH:17]1[CH2:23][CH2:22][CH2:21][N:20]([C:24](=[O:42])[C:25]2[CH:30]=[CH:29][C:28]([NH:31][C:32](=[O:40])[C:33]3[CH:38]=[CH:37][CH:36]=[CH:35][C:34]=3[CH3:39])=[CH:27][C:26]=2[CH3:41])[C:19]2[CH:43]=[CH:44][C:45]([Cl:47])=[CH:46][C:18]1=2)=[O:15])=[O:3])[CH3:6]. The catalyst class is: 13. (8) Reactant: [CH2:1]([O:3][C@H:4]1[CH2:8][N:7]([C:9]([O:11][CH2:12][C:13]2[CH:18]=[CH:17][CH:16]=[CH:15][CH:14]=2)=[O:10])[CH:6]([C:19](OCC)=[O:20])[CH2:5]1)[CH3:2].[BH4-].[Li+].O.Cl. Product: [CH2:1]([O:3][C@H:4]1[CH2:8][N:7]([C:9]([O:11][CH2:12][C:13]2[CH:18]=[CH:17][CH:16]=[CH:15][CH:14]=2)=[O:10])[CH:6]([CH2:19][OH:20])[CH2:5]1)[CH3:2]. The catalyst class is: 7. (9) Reactant: [Br:1][C:2]1[CH:7]=[CH:6][C:5]([C:8]2[C:9]([OH:15])=[CH:10][C:11]([OH:14])=[CH:12][CH:13]=2)=[CH:4][CH:3]=1.[OH-].[K+].[CH2:18](Br)[CH2:19][CH2:20][CH2:21][CH2:22][CH3:23]. Product: [Br:1][C:2]1[CH:7]=[CH:6][C:5]([C:8]2[CH:13]=[CH:12][C:11]([O:14][CH2:18][CH2:19][CH2:20][CH2:21][CH2:22][CH3:23])=[CH:10][C:9]=2[O:15][CH2:6][CH2:7][CH2:2][CH2:3][CH2:4][CH3:5])=[CH:4][CH:3]=1. The catalyst class is: 16. (10) Reactant: [C:1]([Mg]Br)#[CH:2].[CH3:5][N:6]1[CH:10]=[CH:9][C:8]([C:11](=[O:13])[CH3:12])=[N:7]1. Product: [CH3:5][N:6]1[CH:10]=[CH:9][C:8]([C:11]([OH:13])([C:1]#[CH:2])[CH3:12])=[N:7]1. The catalyst class is: 1.